Dataset: Full USPTO retrosynthesis dataset with 1.9M reactions from patents (1976-2016). Task: Predict the reactants needed to synthesize the given product. (1) Given the product [N:11]1[C:12]2[C:17](=[CH:16][CH:15]=[CH:14][CH:13]=2)[C:8]([N:6]2[CH2:7][C@@H:2]3[CH2:18][C@H:5]2[CH2:4][N:3]3[C:28](=[O:34])/[CH:29]=[CH:30]/[CH2:31][CH2:32][CH3:33])=[CH:9][CH:10]=1, predict the reactants needed to synthesize it. The reactants are: Cl.[C@H:2]12[CH2:18][C@H:5]([N:6]([C:8]3[C:17]4[C:12](=[CH:13][CH:14]=[CH:15][CH:16]=4)[N:11]=[CH:10][CH:9]=3)[CH2:7]1)[CH2:4][NH:3]2.C(N(C(C)C)CC)(C)C.[C:28](Cl)(=[O:34])/[CH:29]=[CH:30]/[CH2:31][CH2:32][CH3:33]. (2) Given the product [CH3:36][N:37]([CH3:42])[CH:38]1[CH2:41][N:40]([C:11]2[C:30]([C:31]3[NH:35][N:34]=[CH:33][CH:32]=3)=[CH:29][C:14]([C:15]([NH:17][C:18]3[CH:23]=[CH:22][C:21]([O:24][C:25]([F:28])([F:26])[F:27])=[CH:20][CH:19]=3)=[O:16])=[CH:13][N:12]=2)[CH2:39]1, predict the reactants needed to synthesize it. The reactants are: CCN(C(C)C)C(C)C.Cl[C:11]1[C:30]([C:31]2[NH:35][N:34]=[CH:33][CH:32]=2)=[CH:29][C:14]([C:15]([NH:17][C:18]2[CH:23]=[CH:22][C:21]([O:24][C:25]([F:28])([F:27])[F:26])=[CH:20][CH:19]=2)=[O:16])=[CH:13][N:12]=1.[CH3:36][N:37]([CH3:42])[CH:38]1[CH2:41][NH:40][CH2:39]1.O(C(C)C)C(C)C.